From a dataset of Full USPTO retrosynthesis dataset with 1.9M reactions from patents (1976-2016). Predict the reactants needed to synthesize the given product. (1) Given the product [C:1]([Si:5]([CH3:7])([CH3:6])[O:8][C:9]1[CH:14]=[CH:13][C:12]([C:15]([C:18]2[CH:23]=[CH:22][C:21]([C:24]#[C:25][C:38]([C:40]3([CH2:43][CH3:44])[CH2:42][CH2:41]3)=[O:39])=[C:20]([CH3:26])[CH:19]=2)([CH2:27][CH3:28])[CH2:16][CH3:17])=[CH:11][C:10]=1[CH3:29])([CH3:4])([CH3:3])[CH3:2], predict the reactants needed to synthesize it. The reactants are: [C:1]([Si:5]([O:8][C:9]1[CH:14]=[CH:13][C:12]([C:15]([CH2:27][CH3:28])([C:18]2[CH:23]=[CH:22][C:21]([C:24]#[CH:25])=[C:20]([CH3:26])[CH:19]=2)[CH2:16][CH3:17])=[CH:11][C:10]=1[CH3:29])([CH3:7])[CH3:6])([CH3:4])([CH3:3])[CH3:2].[Li]CCCC.CON(C)[C:38]([C:40]1([CH2:43][CH3:44])[CH2:42][CH2:41]1)=[O:39]. (2) Given the product [NH2:1][CH2:4][CH2:5][O:6][C:7]1[CH:12]=[CH:11][C:10]([CH2:13][C:14]([CH2:21][CH2:22][CH2:23][CH3:24])([CH3:20])[C:15]([O:17][CH2:18][CH3:19])=[O:16])=[CH:9][CH:8]=1, predict the reactants needed to synthesize it. The reactants are: [N:1]([CH2:4][CH2:5][O:6][C:7]1[CH:12]=[CH:11][C:10]([CH2:13][C:14]([CH2:21][CH2:22][CH2:23][CH3:24])([CH3:20])[C:15]([O:17][CH2:18][CH3:19])=[O:16])=[CH:9][CH:8]=1)=[N+]=[N-].